This data is from NCI-60 drug combinations with 297,098 pairs across 59 cell lines. The task is: Regression. Given two drug SMILES strings and cell line genomic features, predict the synergy score measuring deviation from expected non-interaction effect. (1) Cell line: MDA-MB-435. Drug 2: C1C(C(OC1N2C=NC(=NC2=O)N)CO)O. Drug 1: C1CC(=O)NC(=O)C1N2CC3=C(C2=O)C=CC=C3N. Synergy scores: CSS=-2.18, Synergy_ZIP=-0.615, Synergy_Bliss=-0.809, Synergy_Loewe=-3.23, Synergy_HSA=-3.80. (2) Drug 1: CC1=C(C(CCC1)(C)C)C=CC(=CC=CC(=CC(=O)O)C)C. Drug 2: CCC1(C2=C(COC1=O)C(=O)N3CC4=CC5=C(C=CC(=C5CN(C)C)O)N=C4C3=C2)O.Cl. Cell line: HL-60(TB). Synergy scores: CSS=79.0, Synergy_ZIP=0.0971, Synergy_Bliss=0.802, Synergy_Loewe=0.778, Synergy_HSA=2.60. (3) Drug 1: CC(CN1CC(=O)NC(=O)C1)N2CC(=O)NC(=O)C2. Drug 2: CC(C1=C(C=CC(=C1Cl)F)Cl)OC2=C(N=CC(=C2)C3=CN(N=C3)C4CCNCC4)N. Cell line: NCI-H322M. Synergy scores: CSS=9.05, Synergy_ZIP=2.44, Synergy_Bliss=8.99, Synergy_Loewe=7.07, Synergy_HSA=7.24. (4) Drug 1: CC1C(C(CC(O1)OC2CC(OC(C2O)C)OC3=CC4=CC5=C(C(=O)C(C(C5)C(C(=O)C(C(C)O)O)OC)OC6CC(C(C(O6)C)O)OC7CC(C(C(O7)C)O)OC8CC(C(C(O8)C)O)(C)O)C(=C4C(=C3C)O)O)O)O. Drug 2: COC1=NC(=NC2=C1N=CN2C3C(C(C(O3)CO)O)O)N. Cell line: NCI/ADR-RES. Synergy scores: CSS=3.22, Synergy_ZIP=-2.43, Synergy_Bliss=-4.16, Synergy_Loewe=-9.74, Synergy_HSA=-5.63. (5) Drug 1: CN1CCC(CC1)COC2=C(C=C3C(=C2)N=CN=C3NC4=C(C=C(C=C4)Br)F)OC. Drug 2: C1=CC=C(C=C1)NC(=O)CCCCCCC(=O)NO. Cell line: COLO 205. Synergy scores: CSS=6.66, Synergy_ZIP=0.634, Synergy_Bliss=2.00, Synergy_Loewe=-7.86, Synergy_HSA=-5.33.